Task: Predict the reactants needed to synthesize the given product.. Dataset: Full USPTO retrosynthesis dataset with 1.9M reactions from patents (1976-2016) (1) Given the product [CH3:14][O:13][CH2:12][CH2:11][O:1][C:2]1[CH:3]=[C:4]([CH2:5][OH:6])[CH:7]=[CH:8][CH:9]=1, predict the reactants needed to synthesize it. The reactants are: [OH:1][C:2]1[CH:3]=[C:4]([CH:7]=[CH:8][CH:9]=1)[CH2:5][OH:6].Br[CH2:11][CH2:12][O:13][CH3:14].C(=O)([O-])[O-].[Cs+].[Cs+]. (2) Given the product [C:43]([O:35][C:34]([N:36]1[C@H:27]([CH2:26][N:5]2[C:1](=[O:11])[C:2]3[C:3](=[CH:7][CH:8]=[CH:9][CH:10]=3)[C:4]2=[O:6])[CH2:28][CH2:29][CH:30]2[CH:25]1[CH2:50]2)=[O:33])([CH3:49])([CH3:48])[CH3:44], predict the reactants needed to synthesize it. The reactants are: [C:1]1(=[O:11])[NH:5][C:4](=[O:6])[C:3]2=[CH:7][CH:8]=[CH:9][CH:10]=[C:2]12.[C:25]1(P([C:25]2[CH:30]=[CH:29][CH:28]=[CH:27][CH:26]=2)[C:25]2[CH:30]=[CH:29][CH:28]=[CH:27][CH:26]=2)[CH:30]=[CH:29][CH:28]=[CH:27][CH:26]=1.CC[O:33][C:34](/[N:36]=[N:36]/[C:34]([O:33]CC)=[O:35])=[O:35].[C:43]1([CH3:49])[CH:48]=CC=C[CH:44]=1.[CH2:50]1COCC1. (3) The reactants are: Br[C:2]1[CH:7]=[CH:6][C:5]([C:8]([OH:40])([CH3:39])[CH2:9][C:10]2[N:11]([C:20]([C:33]3[CH:38]=[CH:37][CH:36]=[CH:35][CH:34]=3)([C:27]3[CH:32]=[CH:31][CH:30]=[CH:29][CH:28]=3)[C:21]3[CH:26]=[CH:25][CH:24]=[CH:23][CH:22]=3)[CH:12]=[C:13]([CH2:15][C:16]([CH3:19])([CH3:18])[CH3:17])[N:14]=2)=[CH:4][CH:3]=1.C(=O)([O-])[O-].[K+].[K+].[CH3:47][N:48]1[CH:52]=[C:51](B2OC(C)(C)C(C)(C)O2)[CH:50]=[N:49]1. Given the product [CH3:17][C:16]([CH3:19])([CH3:18])[CH2:15][C:13]1[N:14]=[C:10]([CH2:9][C:8]([C:5]2[CH:6]=[CH:7][C:2]([C:51]3[CH:50]=[N:49][N:48]([CH3:47])[CH:52]=3)=[CH:3][CH:4]=2)([OH:40])[CH3:39])[N:11]([C:20]([C:33]2[CH:38]=[CH:37][CH:36]=[CH:35][CH:34]=2)([C:27]2[CH:32]=[CH:31][CH:30]=[CH:29][CH:28]=2)[C:21]2[CH:26]=[CH:25][CH:24]=[CH:23][CH:22]=2)[CH:12]=1, predict the reactants needed to synthesize it. (4) Given the product [CH3:1][C:2]1[C:33]([CH3:34])=[CH:32][CH:31]=[CH:30][C:3]=1[O:4][CH2:5][CH2:6][CH2:7][C:8]([N:10]1[C:19]2[C:14](=[C:15]([C:47]3[CH:48]=[N:49][N:50]([CH2:52][C:53]4[CH:58]=[CH:57][CH:56]=[C:55]([O:59][CH3:60])[CH:54]=4)[CH:51]=3)[CH:16]=[CH:17][CH:18]=2)[CH2:13][CH2:12][CH2:11]1)=[O:9], predict the reactants needed to synthesize it. The reactants are: [CH3:1][C:2]1[C:33]([CH3:34])=[CH:32][CH:31]=[CH:30][C:3]=1[O:4][CH2:5][CH2:6][CH2:7][C:8]([N:10]1[C:19]2[C:14](=[C:15](C3C=CN=C(C(OC)=O)C=3)[CH:16]=[CH:17][CH:18]=2)[CH2:13][CH2:12][CH2:11]1)=[O:9].BrC1C=CN=C(C(OC)=O)C=1.Br[C:47]1[CH:48]=[N:49][N:50]([CH2:52][C:53]2[CH:58]=[CH:57][CH:56]=[C:55]([O:59][CH3:60])[CH:54]=2)[CH:51]=1. (5) The reactants are: Cl.[CH2:2]([N:9]1[CH2:14][CH2:13][C:12]2([CH2:23][C:22](=O)[C:21]3[C:16](=[CH:17][CH:18]=[C:19](/[CH:25]=[CH:26]/[C:27]([NH:29][OH:30])=[O:28])[CH:20]=3)[O:15]2)[CH2:11][CH2:10]1)[C:3]1[CH:8]=[CH:7][CH:6]=[CH:5][CH:4]=1.[NH2:31][O:32][CH2:33][C:34]1[CH:39]=[CH:38][CH:37]=[CH:36][CH:35]=1.N1C=CC=CC=1. Given the product [CH2:2]([N:9]1[CH2:14][CH2:13][C:12]2([CH2:23][C:22](=[N:31][O:32][CH2:33][C:34]3[CH:39]=[CH:38][CH:37]=[CH:36][CH:35]=3)[C:21]3[C:16](=[CH:17][CH:18]=[C:19](/[CH:25]=[CH:26]/[C:27]([NH:29][OH:30])=[O:28])[CH:20]=3)[O:15]2)[CH2:11][CH2:10]1)[C:3]1[CH:8]=[CH:7][CH:6]=[CH:5][CH:4]=1, predict the reactants needed to synthesize it.